This data is from Experimentally validated miRNA-target interactions with 360,000+ pairs, plus equal number of negative samples. The task is: Binary Classification. Given a miRNA mature sequence and a target amino acid sequence, predict their likelihood of interaction. (1) The protein sequence of the target gene is MAVVNTSIPGLSGENPHYIPGYTGHCPLLRFSMGQTYGQVTGQLLRGPPGLAWPPAHRTLLPPIQSPRSPVISKGRLPPRRGHERLSSSIIPGYTGFIPRAQFIFAKNCNQVWAEAMSEFTRRHGEQESHQLPDGAKGEREVEEDQLREAEEPPLKQELAHASPYSMDDTDPHKFFMSGFTGYVPRARFLFGSSFPVLTNQALQEFGQMCSRGRAHKDPKPLSPLPRPTFQNLGLLPHYGGYVPGYKFQFGGTFGHLTHDALGLSITQKQLPA. Result: 0 (no interaction). The miRNA is hsa-miR-4777-5p with sequence UUCUAGAUGAGAGAUAUAUAUA. (2) The miRNA is hsa-miR-1304-5p with sequence UUUGAGGCUACAGUGAGAUGUG. The protein sequence of the target gene is MLWRRKSFWLALSAFWLLLVLLGVFPLRLAVLPGPLPGRSQGWPRWLDAAFLQSFSQSETNPEDVAQLPRVSRGSSCTWGACFDTSKCRGKVLKIFVHSPAGPTSEAQRRILDSLEGSRYSALSPADACLLLFLPSQDRRGACGPLPPNWNGGRNHLVLSLYPAPCTRLGQAMVAEASPSSDIFRPGFDLALPYLPEAHPLRGGAPGKLQQHSPQPGATLLAVAEEKGRWRITSTHASACLWDRHCEQDPGPQQTYPGETLPNATFCLIPGHRSATSCFLQALQAGCIPVLLSPRWELPF.... Result: 0 (no interaction). (3) The miRNA is hsa-miR-4761-5p with sequence ACAAGGUGUGCAUGCCUGACC. The protein sequence of the target gene is MSLWGLISKMSPEKLQRLYVDFPQRLRHLLADWLESQPWEFLVGSDAFCYNMASALLSATVQRLQATAGEQGKGNSILPHISTLESIYQRDPLKLVATIRQILQGEKKAVIEEFRHLPGPFHRKQEELKFTTALGRLQHRVRETRLLRESLQQGAKTGQVSLQNLIDPPVNGPGPSEDLATMLQGTVGDLEATQALVLKRIQIWKRQQQLAGNGTPFEESLAGLQERCESLVEIYSQLQQEIGAASGELEPKTRASLISRLDEVLRTLVTSSFLVEKQPPQVLKTQTKFQAGVRFLLGLQ.... Result: 0 (no interaction). (4) The miRNA is hsa-miR-5703 with sequence AGGAGAAGUCGGGAAGGU. The protein sequence of the target gene is MLFFTQCFGAVLDLIHLRFQHYKAKRVFSAAGQLVCVVNPTHNLKYVSSRRAVTQSAPEQGSFHPHHLSHHHCHHRHHHHLRHHAHPHHLHHQEAGLHANPVTPCLCMCPLFSCQWEGRLEVVVPHLRQIHRVDILQGAEIVFLATDMHLPAPADWIIMHSCLGHHFLLVLRKQERHEGHPQFFATMMLIGTPTQADCFTYRLELNRNHRRLKWEATPRSVLECVDSVITDGDCLVLNTSLAQLFSDNGSLAIGIAITATEVLPSEAEM. Result: 1 (interaction). (5) The miRNA is hsa-let-7c-5p with sequence UGAGGUAGUAGGUUGUAUGGUU. The protein sequence of the target gene is MAEREVESGPRKRFEQKSGAVFDEIVENCGGIMDTEMSEDIDHNLTPTLDSMSYGMPNQTGSENSLLDEDDYFLNSGDLAGIPVVGSDNEDEQDFSSKDNLVSSIHTDDSLEVERRVTQHESDNENEIQIQNKLKKDFPKQFDQVSVFKSIRKDFSLVRENSKETFSGKEKNRDLTYEREKRLDKPHKDLDSRLKSSFFDKAANQVEETLHTHLPQTPETNFRDSSYPFANKESIGSELGNSFASNIRIKEEPLDDEYDKAMAPQQGLLDKIKDEPDNAQEYSHGQQQKTQEGELKISAV.... Result: 0 (no interaction). (6) The miRNA is hsa-miR-548a-5p with sequence AAAAGUAAUUGCGAGUUUUACC. The protein sequence of the target gene is MYGFVNHALELLVIRNYGPEVWEDIKKEAQLDEEGQFLVRIIYDDSKTYDLVAAASKVLNLNAGEILQMFGKMFFVFCQESGYDTILRVLGSNVREFLQNLDALHDHLATIYPGMRAPSFRCTDAEKGKGLILHYYSEREGLQDIVIGIIKTVAQQIHGTEIDMKVIQQRNEECDHTQFLIEEKESKEEDFYEDLDRFEENGTQESRISPYTFCKAFPFHIIFDRNLVVTQCGNAIYRVLPQLQPGNCSLLSVFSLVRPHIDISFHGILSHINTVFVLRSKEGLLDVEKLECEDELTGAE.... Result: 0 (no interaction).